Dataset: Forward reaction prediction with 1.9M reactions from USPTO patents (1976-2016). Task: Predict the product of the given reaction. (1) The product is: [CH2:11]([NH:13][C:14](=[O:31])[C:15]1[CH:20]=[CH:19][C:18]([CH3:21])=[C:17]([C:2]2[CH:10]=[C:9]3[C:5]([CH:6]=[N:7][NH:8]3)=[CH:4][CH:3]=2)[CH:16]=1)[CH3:12]. Given the reactants I[C:2]1[CH:10]=[C:9]2[C:5]([CH:6]=[N:7][NH:8]2)=[CH:4][CH:3]=1.[CH2:11]([NH:13][C:14](=[O:31])[C:15]1[CH:20]=[CH:19][C:18]([CH3:21])=[C:17](B2OC(C)(C)C(C)(C)O2)[CH:16]=1)[CH3:12].C(=O)([O-])O.[Na+].O, predict the reaction product. (2) The product is: [Br:1][C:2]1[CH:3]=[C:4]([I:9])[C:5](=[O:8])[N:6]([CH3:13])[CH:7]=1. Given the reactants [Br:1][C:2]1[CH:3]=[C:4]([I:9])[C:5](=[O:8])[NH:6][CH:7]=1.[H-].[Na+].I[CH3:13], predict the reaction product. (3) Given the reactants [C:1]([N:4]1[C:13]2[C:8](=[CH:9][C:10]([O:14][CH2:15][CH2:16][O:17][Si:18]([C:21]([CH3:24])([CH3:23])[CH3:22])([CH3:20])[CH3:19])=[CH:11][CH:12]=2)[C@H:7]([NH:25]C(=O)OCC2C=CC=CC=2)[C@@H:6]([CH3:36])[C@@H:5]1[CH:37]1[CH2:39][CH2:38]1)(=[O:3])[CH3:2], predict the reaction product. The product is: [NH2:25][C@H:7]1[C:8]2[C:13](=[CH:12][CH:11]=[C:10]([O:14][CH2:15][CH2:16][O:17][Si:18]([C:21]([CH3:23])([CH3:24])[CH3:22])([CH3:20])[CH3:19])[CH:9]=2)[N:4]([C:1](=[O:3])[CH3:2])[C@@H:5]([CH:37]2[CH2:39][CH2:38]2)[C@@H:6]1[CH3:36]. (4) Given the reactants [CH2:1]([O:5][C:6]1[N:14]=[C:13]2[C:9]([N:10]=[C:11]([O:22]C)[N:12]2[CH2:15][CH:16]2[CH2:21][CH2:20][CH2:19][NH:18][CH2:17]2)=[C:8]([NH2:24])[N:7]=1)[CH2:2][CH2:3][CH3:4].I[CH2:26][CH2:27][CH2:28][CH3:29], predict the reaction product. The product is: [NH2:24][C:8]1[N:7]=[C:6]([O:5][CH2:1][CH2:2][CH2:3][CH3:4])[N:14]=[C:13]2[C:9]=1[NH:10][C:11](=[O:22])[N:12]2[CH2:15][CH:16]1[CH2:21][CH2:20][CH2:19][N:18]([CH2:26][CH2:27][CH2:28][CH3:29])[CH2:17]1. (5) Given the reactants C(OC(=O)[NH:7][C:8]1[CH:13]=[CH:12][C:11]([CH2:14][S:15][C:16]2[NH:17][C:18](=[O:32])[C:19]([C:30]#[N:31])=[C:20]([C:22]3[CH:27]=[CH:26][CH:25]=[C:24]([O:28][CH3:29])[CH:23]=3)[N:21]=2)=[CH:10][CH:9]=1)(C)(C)C.C1(O)C=CC=CC=1.Cl[Si](Cl)(Cl)Cl, predict the reaction product. The product is: [NH2:7][C:8]1[CH:13]=[CH:12][C:11]([CH2:14][S:15][C:16]2[NH:17][C:18](=[O:32])[C:19]([C:30]#[N:31])=[C:20]([C:22]3[CH:27]=[CH:26][CH:25]=[C:24]([O:28][CH3:29])[CH:23]=3)[N:21]=2)=[CH:10][CH:9]=1. (6) Given the reactants C([O:3][C:4](=[O:12])[C:5]1[CH:10]=[CH:9][C:8]([I:11])=[CH:7][CH:6]=1)C.[OH-].[Na+], predict the reaction product. The product is: [I:11][C:8]1[CH:9]=[CH:10][C:5]([C:4]([OH:12])=[O:3])=[CH:6][CH:7]=1. (7) Given the reactants [C:1]([O:7][C:8]1[C:9]([CH3:18])=[C:10]2[N:15]([CH:16]=1)[N:14]=[CH:13][NH:12][C:11]2=O)(=[O:6])[C:2]([CH3:5])([CH3:4])[CH3:3].P(Cl)(Cl)([Cl:21])=O.CCN(CCO)CC.C1(C)C=CC=CC=1, predict the reaction product. The product is: [C:1]([O:7][C:8]1[C:9]([CH3:18])=[C:10]2[N:15]([CH:16]=1)[N:14]=[CH:13][N:12]=[C:11]2[Cl:21])(=[O:6])[C:2]([CH3:5])([CH3:4])[CH3:3]. (8) Given the reactants [C:1]([C:3]12[CH2:18][C:17]([CH3:22])([C:19](O)=[O:20])[CH:10]([C:11]3[CH:12]=[CH:13][CH:14]=[CH:15][C:16]=31)[C:9]1[C:4]2=[CH:5][CH:6]=[CH:7][CH:8]=1)#[N:2].N1C=CC=CC=1.N1C(F)=NC(F)=NC=1[F:31], predict the reaction product. The product is: [C:1]([C:3]12[CH2:18][C:17]([CH3:22])([C:19]([F:31])=[O:20])[CH:10]([C:11]3[CH:12]=[CH:13][CH:14]=[CH:15][C:16]=31)[C:9]1[C:4]2=[CH:5][CH:6]=[CH:7][CH:8]=1)#[N:2]. (9) Given the reactants [OH:1][C:2]1[C:3](=[O:17])[NH:4][C:5](=[O:16])[N:6]([CH2:8][CH2:9][C:10]2[CH:15]=[CH:14][CH:13]=[CH:12][CH:11]=2)[N:7]=1.[CH3:18][OH:19], predict the reaction product. The product is: [OH:1][C:2]1[C:3](=[O:17])[NH:4][C:5](=[O:16])[N:6]([CH2:8][CH2:9][C:10]2[CH:15]=[CH:14][CH:13]=[CH:12][C:11]=2[O:19][CH3:18])[N:7]=1. (10) Given the reactants [Br:1][C:2]1[CH:3]=[N:4][C:5]2[N:6]([N:8]=[C:9]([C:11]([OH:13])=O)[CH:10]=2)[CH:7]=1.[Br:14][C:15]1[CH:20]=[CH:19][CH:18]=[CH:17][C:16]=1[C:21]1[CH2:22][CH2:23][NH:24][CH2:25][CH:26]=1, predict the reaction product. The product is: [Br:14][C:15]1[CH:20]=[CH:19][CH:18]=[CH:17][C:16]=1[C:21]1[CH2:26][CH2:25][N:24]([C:11]([C:9]2[CH:10]=[C:5]3[N:4]=[CH:3][C:2]([Br:1])=[CH:7][N:6]3[N:8]=2)=[O:13])[CH2:23][CH:22]=1.